From a dataset of NCI-60 drug combinations with 297,098 pairs across 59 cell lines. Regression. Given two drug SMILES strings and cell line genomic features, predict the synergy score measuring deviation from expected non-interaction effect. (1) Drug 1: CC1=C2C(C(=O)C3(C(CC4C(C3C(C(C2(C)C)(CC1OC(=O)C(C(C5=CC=CC=C5)NC(=O)OC(C)(C)C)O)O)OC(=O)C6=CC=CC=C6)(CO4)OC(=O)C)OC)C)OC. Drug 2: CC1=C2C(C(=O)C3(C(CC4C(C3C(C(C2(C)C)(CC1OC(=O)C(C(C5=CC=CC=C5)NC(=O)OC(C)(C)C)O)O)OC(=O)C6=CC=CC=C6)(CO4)OC(=O)C)O)C)O. Cell line: HOP-62. Synergy scores: CSS=51.1, Synergy_ZIP=1.20, Synergy_Bliss=2.72, Synergy_Loewe=0.838, Synergy_HSA=5.97. (2) Drug 1: COC1=CC(=CC(=C1O)OC)C2C3C(COC3=O)C(C4=CC5=C(C=C24)OCO5)OC6C(C(C7C(O6)COC(O7)C8=CC=CS8)O)O. Drug 2: CS(=O)(=O)CCNCC1=CC=C(O1)C2=CC3=C(C=C2)N=CN=C3NC4=CC(=C(C=C4)OCC5=CC(=CC=C5)F)Cl. Cell line: OVCAR-4. Synergy scores: CSS=11.8, Synergy_ZIP=-2.93, Synergy_Bliss=2.22, Synergy_Loewe=3.07, Synergy_HSA=3.11. (3) Drug 1: COC1=NC(=NC2=C1N=CN2C3C(C(C(O3)CO)O)O)N. Drug 2: C1=CC=C(C=C1)NC(=O)CCCCCCC(=O)NO. Cell line: NCI-H522. Synergy scores: CSS=3.31, Synergy_ZIP=-2.72, Synergy_Bliss=-2.90, Synergy_Loewe=-25.2, Synergy_HSA=-6.33. (4) Drug 1: C1=CN(C(=O)N=C1N)C2C(C(C(O2)CO)O)O.Cl. Drug 2: CN(CCCl)CCCl.Cl. Cell line: HL-60(TB). Synergy scores: CSS=49.2, Synergy_ZIP=0.881, Synergy_Bliss=2.53, Synergy_Loewe=-8.77, Synergy_HSA=4.42. (5) Drug 1: CC1=CC2C(CCC3(C2CCC3(C(=O)C)OC(=O)C)C)C4(C1=CC(=O)CC4)C. Drug 2: CC1=C(C(CCC1)(C)C)C=CC(=CC=CC(=CC(=O)O)C)C. Cell line: EKVX. Synergy scores: CSS=-3.11, Synergy_ZIP=-1.33, Synergy_Bliss=-4.44, Synergy_Loewe=-7.40, Synergy_HSA=-6.94.